Regression/Classification. Given a drug SMILES string, predict its absorption, distribution, metabolism, or excretion properties. Task type varies by dataset: regression for continuous measurements (e.g., permeability, clearance, half-life) or binary classification for categorical outcomes (e.g., BBB penetration, CYP inhibition). Dataset: cyp2d6_veith. From a dataset of CYP2D6 inhibition data for predicting drug metabolism from PubChem BioAssay. (1) The molecule is CCC(=O)Nc1nonc1-c1nc2ccccc2n1N(C(=O)CC)C(=O)CC. The result is 0 (non-inhibitor). (2) The molecule is Cc1cc(C)n(-c2nc(Nc3ccccc3C)nc(-n3nc(C)cc3C)n2)n1. The result is 0 (non-inhibitor). (3) The drug is Clc1ccc([C@@H](OCCN2CCCCC2)c2ccccc2)cc1. The result is 1 (inhibitor). (4) The compound is CSc1nc(-c2ccc(C)cc2)[nH]c1S(=O)(=O)c1ccccc1. The result is 0 (non-inhibitor). (5) The compound is CN(CC(=O)Nc1ccc(F)c(F)c1)S(=O)(=O)c1cccc2nsnc12. The result is 0 (non-inhibitor). (6) The drug is CCCCCc1nc2c(=O)[nH]c3ccccc3c2o1. The result is 0 (non-inhibitor).